From a dataset of M1 muscarinic receptor antagonist screen with 61,756 compounds. Binary Classification. Given a drug SMILES string, predict its activity (active/inactive) in a high-throughput screening assay against a specified biological target. (1) The compound is n1c(c2c(CCC2)c2c1n[nH]c2N)CCC. The result is 0 (inactive). (2) The compound is O=C1N(C2CCN(CC2)C(OCC)=O)Cc2c1c(ccc2)C(=O)NCc1ncccc1. The result is 1 (active). (3) The compound is S(=O)(=O)(N(CC)CC)c1cc(C(=O)N2CCCCC2)ccc1. The result is 0 (inactive).